Regression. Given two drug SMILES strings and cell line genomic features, predict the synergy score measuring deviation from expected non-interaction effect. From a dataset of NCI-60 drug combinations with 297,098 pairs across 59 cell lines. (1) Drug 1: CC1CCC2CC(C(=CC=CC=CC(CC(C(=O)C(C(C(=CC(C(=O)CC(OC(=O)C3CCCCN3C(=O)C(=O)C1(O2)O)C(C)CC4CCC(C(C4)OC)OCCO)C)C)O)OC)C)C)C)OC. Drug 2: N.N.Cl[Pt+2]Cl. Cell line: COLO 205. Synergy scores: CSS=22.4, Synergy_ZIP=-4.11, Synergy_Bliss=2.35, Synergy_Loewe=-0.388, Synergy_HSA=2.72. (2) Drug 1: CCCS(=O)(=O)NC1=C(C(=C(C=C1)F)C(=O)C2=CNC3=C2C=C(C=N3)C4=CC=C(C=C4)Cl)F. Drug 2: CC1=C(N=C(N=C1N)C(CC(=O)N)NCC(C(=O)N)N)C(=O)NC(C(C2=CN=CN2)OC3C(C(C(C(O3)CO)O)O)OC4C(C(C(C(O4)CO)O)OC(=O)N)O)C(=O)NC(C)C(C(C)C(=O)NC(C(C)O)C(=O)NCCC5=NC(=CS5)C6=NC(=CS6)C(=O)NCCC[S+](C)C)O. Cell line: UO-31. Synergy scores: CSS=20.2, Synergy_ZIP=-0.187, Synergy_Bliss=7.09, Synergy_Loewe=6.20, Synergy_HSA=8.62. (3) Drug 1: CC1=C(C=C(C=C1)NC(=O)C2=CC=C(C=C2)CN3CCN(CC3)C)NC4=NC=CC(=N4)C5=CN=CC=C5. Drug 2: CCCCCOC(=O)NC1=NC(=O)N(C=C1F)C2C(C(C(O2)C)O)O. Cell line: HS 578T. Synergy scores: CSS=-5.47, Synergy_ZIP=1.15, Synergy_Bliss=-2.04, Synergy_Loewe=-6.81, Synergy_HSA=-7.57. (4) Drug 1: C1=C(C(=O)NC(=O)N1)N(CCCl)CCCl. Drug 2: CN1C(=O)N2C=NC(=C2N=N1)C(=O)N. Cell line: SK-OV-3. Synergy scores: CSS=19.1, Synergy_ZIP=-3.74, Synergy_Bliss=2.66, Synergy_Loewe=-3.69, Synergy_HSA=0.722. (5) Drug 2: C1=NNC2=C1C(=O)NC=N2. Cell line: RPMI-8226. Drug 1: C1=CC=C(C(=C1)C(C2=CC=C(C=C2)Cl)C(Cl)Cl)Cl. Synergy scores: CSS=5.64, Synergy_ZIP=2.00, Synergy_Bliss=5.32, Synergy_Loewe=2.50, Synergy_HSA=2.01. (6) Drug 1: C1=CC(=CC=C1CC(C(=O)O)N)N(CCCl)CCCl.Cl. Drug 2: C(CN)CNCCSP(=O)(O)O. Cell line: HOP-92. Synergy scores: CSS=13.9, Synergy_ZIP=-1.93, Synergy_Bliss=-1.22, Synergy_Loewe=-17.9, Synergy_HSA=-3.57. (7) Drug 1: C1=NC2=C(N=C(N=C2N1C3C(C(C(O3)CO)O)O)F)N. Drug 2: CC1C(C(CC(O1)OC2CC(OC(C2O)C)OC3=CC4=CC5=C(C(=O)C(C(C5)C(C(=O)C(C(C)O)O)OC)OC6CC(C(C(O6)C)O)OC7CC(C(C(O7)C)O)OC8CC(C(C(O8)C)O)(C)O)C(=C4C(=C3C)O)O)O)O. Cell line: SF-539. Synergy scores: CSS=52.1, Synergy_ZIP=3.08, Synergy_Bliss=6.02, Synergy_Loewe=-39.7, Synergy_HSA=1.74. (8) Drug 1: CN(C)N=NC1=C(NC=N1)C(=O)N. Drug 2: CC(C1=C(C=CC(=C1Cl)F)Cl)OC2=C(N=CC(=C2)C3=CN(N=C3)C4CCNCC4)N. Cell line: K-562. Synergy scores: CSS=9.22, Synergy_ZIP=-6.80, Synergy_Bliss=-14.5, Synergy_Loewe=-44.1, Synergy_HSA=-14.3. (9) Drug 1: C1CC(=O)NC(=O)C1N2CC3=C(C2=O)C=CC=C3N. Drug 2: CCCCC(=O)OCC(=O)C1(CC(C2=C(C1)C(=C3C(=C2O)C(=O)C4=C(C3=O)C=CC=C4OC)O)OC5CC(C(C(O5)C)O)NC(=O)C(F)(F)F)O. Cell line: BT-549. Synergy scores: CSS=5.84, Synergy_ZIP=4.18, Synergy_Bliss=1.44, Synergy_Loewe=3.04, Synergy_HSA=2.97.